From a dataset of CYP3A4 inhibition data for predicting drug metabolism from PubChem BioAssay. Regression/Classification. Given a drug SMILES string, predict its absorption, distribution, metabolism, or excretion properties. Task type varies by dataset: regression for continuous measurements (e.g., permeability, clearance, half-life) or binary classification for categorical outcomes (e.g., BBB penetration, CYP inhibition). Dataset: cyp3a4_veith. The molecule is COC(=O)[C@@]1(Cc2ccccc2)[C@H]2c3cc(C(=O)N(C)C)n(Cc4cc(F)c(F)c(F)c4)c3C[C@H]2CN1C(=O)c1ccccc1. The result is 1 (inhibitor).